Dataset: Full USPTO retrosynthesis dataset with 1.9M reactions from patents (1976-2016). Task: Predict the reactants needed to synthesize the given product. Given the product [C:33]([N:41]1[CH2:46][CH2:45][N:44]([C:2]2[CH:9]=[CH:8][C:5]([C:6]#[N:7])=[C:4]([N:11]3[CH2:15][CH2:14][CH2:13][CH2:12]3)[CH:3]=2)[CH2:43][CH2:42]1)(=[O:40])[C:34]1[CH:39]=[CH:38][CH:37]=[CH:36][CH:35]=1, predict the reactants needed to synthesize it. The reactants are: Br[C:2]1[CH:9]=[CH:8][C:5]([C:6]#[N:7])=[C:4](F)[CH:3]=1.[NH:11]1[CH2:15][CH2:14][CH2:13][CH2:12]1.CCN(C(C)C)C(C)C.NC1C=CC=CC=1.Cl.[C:33]([N:41]1[CH2:46][CH2:45][NH:44][CH2:43][CH2:42]1)(=[O:40])[C:34]1[CH:39]=[CH:38][CH:37]=[CH:36][CH:35]=1.C([O-])([O-])=O.[Cs+].[Cs+].C1C=CC(P(C2C(C3C(P(C4C=CC=CC=4)C4C=CC=CC=4)=CC=C4C=3C=CC=C4)=C3C(C=CC=C3)=CC=2)C2C=CC=CC=2)=CC=1.